Dataset: Full USPTO retrosynthesis dataset with 1.9M reactions from patents (1976-2016). Task: Predict the reactants needed to synthesize the given product. (1) Given the product [CH2:1]([C:3]1[N:7]=[C:6]([CH2:8][CH2:9][CH2:10][CH3:11])[N:5]([CH2:13][C:14]2[CH:19]=[CH:18][C:17]([C:20]3[C:21]([C:26]([OH:28])=[O:27])=[CH:22][CH:23]=[CH:24][CH:25]=3)=[CH:16][CH:15]=2)[N:4]=1)[CH3:2], predict the reactants needed to synthesize it. The reactants are: [CH2:1]([C:3]1[N:7]=[C:6]([CH2:8][CH2:9][CH2:10][CH3:11])[NH:5][N:4]=1)[CH3:2].Br[CH2:13][C:14]1[CH:19]=[CH:18][C:17]([C:20]2[CH:25]=[CH:24][CH:23]=[CH:22][C:21]=2[C:26]([O:28]C)=[O:27])=[CH:16][CH:15]=1. (2) Given the product [CH2:1]([O:3][C:4](=[O:19])[CH:5]([O:16][CH2:17][CH3:18])[CH2:6][C:7]1[CH:8]=[C:9]2[C:13](=[CH:14][CH:15]=1)[N:12]([CH2:21][C:22]1[S:26][C:25]([C:27]3[CH:28]=[CH:29][C:30]([C:33]([F:36])([F:34])[F:35])=[CH:31][CH:32]=3)=[N:24][C:23]=1[CH3:37])[CH:11]=[CH:10]2)[CH3:2], predict the reactants needed to synthesize it. The reactants are: [CH2:1]([O:3][C:4](=[O:19])[CH:5]([O:16][CH2:17][CH3:18])[CH2:6][C:7]1[CH:8]=[C:9]2[C:13](=[CH:14][CH:15]=1)[NH:12][CH:11]=[CH:10]2)[CH3:2].Cl[CH2:21][C:22]1[S:26][C:25]([C:27]2[CH:32]=[CH:31][C:30]([C:33]([F:36])([F:35])[F:34])=[CH:29][CH:28]=2)=[N:24][C:23]=1[CH3:37]. (3) Given the product [CH3:1][CH:2]1[CH2:9][C@H:8]2[C@H:4]([CH2:5][N:6]([C:36]([C:31]3[C:30]([C:27]4[CH:26]=[CH:25][C:24]([Cl:23])=[CH:29][CH:28]=4)=[CH:35][CH:34]=[CH:33][CH:32]=3)=[O:37])[C@@H:7]2[CH2:10][NH:11][C:12]([C:14]2[N:21]3[C:17]([S:18][CH:19]=[CH:20]3)=[N:16][C:15]=2[CH3:22])=[O:13])[CH2:3]1, predict the reactants needed to synthesize it. The reactants are: [CH3:1][CH:2]1[CH2:9][C@H:8]2[C@H:4]([CH2:5][NH:6][C@@H:7]2[CH2:10][NH:11][C:12]([C:14]2[N:21]3[C:17]([S:18][CH:19]=[CH:20]3)=[N:16][C:15]=2[CH3:22])=[O:13])[CH2:3]1.[Cl:23][C:24]1[CH:29]=[CH:28][C:27]([C:30]2[C:31]([C:36](O)=[O:37])=[CH:32][CH:33]=[CH:34][CH:35]=2)=[CH:26][CH:25]=1. (4) Given the product [NH:21]1[C:22]2[C:18](=[CH:17][C:16]([NH:15][C:14]3[C:9]4[C:6]5[CH2:7][CH2:8][CH:3]([CH2:2][NH:1][C:31](=[O:36])[O:32][CH:33]([CH3:35])[CH3:34])[CH2:4][C:5]=5[S:25][C:10]=4[N:11]=[CH:12][N:13]=3)=[CH:24][CH:23]=2)[CH:19]=[N:20]1, predict the reactants needed to synthesize it. The reactants are: [NH2:1][CH2:2][CH:3]1[CH2:8][CH2:7][C:6]2[C:9]3[C:14]([NH:15][C:16]4[CH:17]=[C:18]5[C:22](=[CH:23][CH:24]=4)[NH:21][N:20]=[CH:19]5)=[N:13][CH:12]=[N:11][C:10]=3[S:25][C:5]=2[CH2:4]1.O1CCCC1.[C:31](Cl)(=[O:36])[O:32][CH:33]([CH3:35])[CH3:34].C(N(CC)CC)C. (5) Given the product [CH3:13][Si:14]([CH3:16])([CH3:15])[CH:10]=[CH:9][O:8][C:6](=[O:7])[C:5]1[CH:11]=[CH:12][CH:2]=[CH:3][CH:4]=1, predict the reactants needed to synthesize it. The reactants are: I[C:2]1[CH:12]=[CH:11][C:5]([C:6]([O:8][CH2:9][CH3:10])=[O:7])=[CH:4][CH:3]=1.[CH3:13][Si:14](C#C)([CH3:16])[CH3:15]. (6) Given the product [Br:11][C:12]1[C:22]([O:23][CH2:24][CH3:25])=[CH:21][C:15]([CH2:16][OH:17])=[CH:14][C:13]=1[O:26][CH2:27][CH3:28], predict the reactants needed to synthesize it. The reactants are: [H-].C([Al+]CC(C)C)C(C)C.[Br:11][C:12]1[C:22]([O:23][CH2:24][CH3:25])=[CH:21][C:15]([C:16](OCC)=[O:17])=[CH:14][C:13]=1[O:26][CH2:27][CH3:28].O.O.O.O.O.O.O.O.O.O.S([O-])([O-])(=O)=O.[Na+].[Na+].